From a dataset of Full USPTO retrosynthesis dataset with 1.9M reactions from patents (1976-2016). Predict the reactants needed to synthesize the given product. (1) Given the product [C:48]([OH:50])([C:47]([F:52])([F:51])[F:46])=[O:49].[Cl:1][C:2]1[CH:3]=[C:4]([N:8]([C:9]2[CH:37]=[CH:36][CH:35]=[C:11]([C:12](=[O:13])[NH:14][C@H:15]([CH2:16][NH:17][CH3:18])[CH2:28][CH:29]3[CH2:30][CH2:31][CH2:32][CH2:33][CH2:34]3)[CH:10]=2)[CH2:38][CH2:39][CH2:40][NH:41][C:42](=[O:43])[O:44][CH3:45])[CH:5]=[CH:6][CH:7]=1, predict the reactants needed to synthesize it. The reactants are: [Cl:1][C:2]1[CH:3]=[C:4]([N:8]([CH2:38][CH2:39][CH2:40][NH:41][C:42]([O:44][CH3:45])=[O:43])[C:9]2[CH:10]=[C:11]([CH:35]=[CH:36][CH:37]=2)[C:12]([NH:14][C@@H:15]([CH2:28][CH:29]2[CH2:34][CH2:33][CH2:32][CH2:31][CH2:30]2)[CH2:16][N:17](C)[C:18](=O)OCC[Si](C)(C)C)=[O:13])[CH:5]=[CH:6][CH:7]=1.[F:46][C:47]([F:52])([F:51])[C:48]([OH:50])=[O:49]. (2) Given the product [CH2:26]([O:25][C:7]1[CH:6]=[C:5]([CH:10]=[CH:9][C:8]=1[N:11]1[CH2:12][C:13](=[O:24])[N:14]([CH2:18][CH2:19][Si:20]([CH3:21])([CH3:22])[CH3:23])[S:15]1(=[O:16])=[O:17])[CH2:4][C:3]1[CH:33]=[CH:34][CH:35]=[CH:36][C:2]=1[NH:1][S:44]([CH2:43][C:37]1[CH:42]=[CH:41][CH:40]=[CH:39][CH:38]=1)(=[O:46])=[O:45])[C:27]1[CH:32]=[CH:31][CH:30]=[CH:29][CH:28]=1, predict the reactants needed to synthesize it. The reactants are: [NH2:1][C:2]1[CH:36]=[CH:35][CH:34]=[CH:33][C:3]=1[CH2:4][C:5]1[CH:10]=[CH:9][C:8]([N:11]2[S:15](=[O:17])(=[O:16])[N:14]([CH2:18][CH2:19][Si:20]([CH3:23])([CH3:22])[CH3:21])[C:13](=[O:24])[CH2:12]2)=[C:7]([O:25][CH2:26][C:27]2[CH:32]=[CH:31][CH:30]=[CH:29][CH:28]=2)[CH:6]=1.[C:37]1([CH2:43][S:44](Cl)(=[O:46])=[O:45])[CH:42]=[CH:41][CH:40]=[CH:39][CH:38]=1.Cl. (3) The reactants are: [CH:1]1[CH:2]=[CH:3][C:4]2[S:9][CH:8]=[CH:7][C:5]=2[CH:6]=1.[Br:10][C:11]1[CH:12]=[CH:13][C:14]([Cl:19])=[C:15]([CH:18]=1)[CH:16]=O. Given the product [S:9]1[C:8]([CH2:16][C:15]2[CH:18]=[C:11]([Br:10])[CH:12]=[CH:13][C:14]=2[Cl:19])=[CH:7][C:5]2[CH:6]=[CH:1][CH:2]=[CH:3][C:4]1=2, predict the reactants needed to synthesize it. (4) Given the product [CH3:1][O:2][C:3]1[CH:8]=[CH:7][C:6]([CH:9]2[C:14]([CH3:16])([CH3:15])[CH2:13][CH2:12][N:11]3[CH:17]=[N:18][CH:19]=[C:10]23)=[CH:5][CH:4]=1, predict the reactants needed to synthesize it. The reactants are: [CH3:1][O:2][C:3]1[CH:8]=[CH:7][C:6]([C:9]2(O)[C:14]([CH3:16])([CH3:15])[CH2:13][CH2:12][N:11]3[CH:17]=[N:18][CH:19]=[C:10]23)=[CH:5][CH:4]=1.S(=O)(=O)(O)O. (5) Given the product [CH2:25]([O:24][C:22]([CH:21]1[O:31][N:19]=[C:18]([C:2]([CH3:5])([CH3:3])[CH3:1])[CH:20]1[C:9]#[N:11])=[O:23])[CH3:26], predict the reactants needed to synthesize it. The reactants are: [CH3:1][C:2]([CH:5]=O)(C)[CH3:3].C1C(=O)[N:11](Cl)[C:9](=O)C1.C(Cl)Cl.[C:18](/[CH:20]=[CH:21]\[C:22]([O:24][CH2:25][CH3:26])=[O:23])#[N:19].CN(C=[O:31])C. (6) Given the product [Br:33][C:8]1[CH:9]=[C:10]([CH:16]2[C:25]3[C:24](=[O:26])[CH2:23][CH:22]([CH2:27][CH2:28][CH3:29])[CH2:21][C:20]=3[NH:19][C:18]([CH3:30])=[C:17]2[C:31]#[N:32])[CH:11]=[C:12]([O:13][CH2:14][CH3:15])[C:7]=1[O:6][CH2:5][CH2:4][CH2:3][CH2:2][NH:1][C:41](=[O:45])[CH:42]([CH3:44])[CH3:43], predict the reactants needed to synthesize it. The reactants are: [NH2:1][CH2:2][CH2:3][CH2:4][CH2:5][O:6][C:7]1[C:12]([O:13][CH2:14][CH3:15])=[CH:11][C:10]([CH:16]2[C:25]3[C:24](=[O:26])[CH2:23][CH:22]([CH2:27][CH2:28][CH3:29])[CH2:21][C:20]=3[NH:19][C:18]([CH3:30])=[C:17]2[C:31]#[N:32])=[CH:9][C:8]=1[Br:33].C(N(CC)CC)C.[C:41](Cl)(=[O:45])[CH:42]([CH3:44])[CH3:43]. (7) Given the product [CH3:1][CH:2]1[C:6](=[N:14][OH:15])[CH2:5][CH:4]([CH3:8])[O:3]1, predict the reactants needed to synthesize it. The reactants are: [CH3:1][CH:2]1[C:6](=O)[CH2:5][CH:4]([CH3:8])[O:3]1.CC([O-])=O.[Na+].[NH2:14][OH:15].Cl. (8) Given the product [CH3:15][O:1][C:2]1[C:9]([O:10][CH3:11])=[C:8]([N+:12]([O-:14])=[O:13])[CH:7]=[CH:6][C:3]=1[CH:4]=[O:5], predict the reactants needed to synthesize it. The reactants are: [OH:1][C:2]1[C:9]([O:10][CH3:11])=[C:8]([N+:12]([O-:14])=[O:13])[CH:7]=[CH:6][C:3]=1[CH:4]=[O:5].[C:15](=O)([O-])[O-].[K+].[K+].CI. (9) Given the product [CH:1]1([N:5]2[CH2:6][CH2:7][N:8]([C:11]3[N:12]=[CH:13][C:14]4[CH2:20][CH2:19][N:18]([C:23]5[CH:28]=[CH:27][C:26]([C:29](=[O:31])[CH3:30])=[CH:25][CH:24]=5)[CH2:17][CH2:16][C:15]=4[N:21]=3)[CH2:9][CH2:10]2)[CH2:4][CH2:3][CH2:2]1, predict the reactants needed to synthesize it. The reactants are: [CH:1]1([N:5]2[CH2:10][CH2:9][N:8]([C:11]3[N:12]=[CH:13][C:14]4[CH2:20][CH2:19][NH:18][CH2:17][CH2:16][C:15]=4[N:21]=3)[CH2:7][CH2:6]2)[CH2:4][CH2:3][CH2:2]1.Br[C:23]1[CH:28]=[CH:27][C:26]([C:29](=[O:31])[CH3:30])=[CH:25][CH:24]=1.C([O-])([O-])=O.[Cs+].[Cs+].C1C=CC(P(C2C(C3C(P(C4C=CC=CC=4)C4C=CC=CC=4)=CC=C4C=3C=CC=C4)=C3C(C=CC=C3)=CC=2)C2C=CC=CC=2)=CC=1. (10) The reactants are: [F:1][C:2]1[CH:3]=[C:4]([C@:13]2([NH:23][C:24](=[O:35])[C:25]3[CH:30]=[CH:29][C:28]([C:31](=[NH:34])[NH:32][OH:33])=[CH:27][N:26]=3)[C:18]3=[N:19][CH:20]=[CH:21][CH:22]=[C:17]3[O:16][CH2:15][CH2:14]2)[CH:5]=[CH:6][C:7]=1[O:8][C:9]([F:12])([F:11])[F:10].O1CCOC[CH2:37]1.C(OC(OCC)OCC)C.B(F)(F)F. Given the product [F:1][C:2]1[CH:3]=[C:4]([C@:13]2([NH:23][C:24](=[O:35])[C:25]3[CH:30]=[CH:29][C:28]([C:31]4[N:34]=[CH:37][O:33][N:32]=4)=[CH:27][N:26]=3)[C:18]3=[N:19][CH:20]=[CH:21][CH:22]=[C:17]3[O:16][CH2:15][CH2:14]2)[CH:5]=[CH:6][C:7]=1[O:8][C:9]([F:12])([F:10])[F:11], predict the reactants needed to synthesize it.